Dataset: Retrosynthesis with 50K atom-mapped reactions and 10 reaction types from USPTO. Task: Predict the reactants needed to synthesize the given product. (1) Given the product O=C1C2CCCC2Nc2ccccc2N1Cc1ccc(Cl)cc1Cl, predict the reactants needed to synthesize it. The reactants are: O=C1C2CCCC2=Nc2ccccc2N1Cc1ccc(Cl)cc1Cl. (2) Given the product COc1ccc(CN2CCOc3cc([N+](=O)[O-])ccc32)cc1, predict the reactants needed to synthesize it. The reactants are: COc1ccc(C=O)cc1.O=[N+]([O-])c1ccc2c(c1)OCCN2. (3) Given the product COc1ccc(CNc2ccc(F)cc2)c(OC)c1, predict the reactants needed to synthesize it. The reactants are: COc1ccc(C=O)c(OC)c1.Nc1ccc(F)cc1. (4) The reactants are: CCn1cc(-n2ccc(=O)c(C(C)c3cccc(-c4ncc(OCc5ccccc5)cn4)c3)n2)cn1. Given the product CCn1cc(-n2ccc(=O)c(C(C)c3cccc(-c4ncc(O)cn4)c3)n2)cn1, predict the reactants needed to synthesize it. (5) Given the product CCc1cnc(-c2cnc(N3CCC(C(=O)OC)CC3)c(Cl)c2SC)o1, predict the reactants needed to synthesize it. The reactants are: CCc1cnc(-c2cnc(Cl)c(Cl)c2SC)o1.COC(=O)C1CCNCC1. (6) Given the product CC1(C)OB(c2ccc(C(=O)N3CCC[C@@H]3CN3CCCC3)cc2)OC1(C)C, predict the reactants needed to synthesize it. The reactants are: C1CN[C@@H](CN2CCCC2)C1.CC1(C)OB(c2ccc(C(=O)O)cc2)OC1(C)C. (7) Given the product Cc1ccnc(NC(=O)c2c(-c3ccc(F)cc3)c(-c3ccc(F)cc3)cn2C(C)C)n1, predict the reactants needed to synthesize it. The reactants are: CCOC(=O)c1c(-c2ccc(F)cc2)c(-c2ccc(F)cc2)cn1C(C)C.Cc1ccnc(N)n1. (8) Given the product C[C@@H]1Cc2ccccc2N1C(=O)Cc1nc(N2CCOCC2)c(F)c(=O)n1C, predict the reactants needed to synthesize it. The reactants are: C[C@@H]1Cc2ccccc2N1.Cn1c(CC(=O)[O-])nc(N2CCOCC2)c(F)c1=O. (9) Given the product COC(=O)c1cccc(O[C@H](C)C(=O)OCc2ccccc2)c1, predict the reactants needed to synthesize it. The reactants are: COC(=O)c1cccc(O)c1.C[C@H](O)C(=O)OCc1ccccc1. (10) Given the product CCOC(=O)C1CCc2ccc(OCc3ccccc3)cc2O1, predict the reactants needed to synthesize it. The reactants are: BrCc1ccccc1.CCOC(=O)C1CCc2ccc(O)cc2O1.